Dataset: Catalyst prediction with 721,799 reactions and 888 catalyst types from USPTO. Task: Predict which catalyst facilitates the given reaction. (1) Reactant: [CH3:1][C:2]1[S:6][C:5]([CH2:7][CH2:8][C:9]([O:11]CC)=[O:10])=[N:4][CH:3]=1.[OH-].[Li+]. Product: [CH3:1][C:2]1[S:6][C:5]([CH2:7][CH2:8][C:9]([OH:11])=[O:10])=[N:4][CH:3]=1. The catalyst class is: 20. (2) Reactant: [CH:1]1([CH2:4][O:5][C:6]2[N:11]=[N:10][C:9]([NH2:12])=[CH:8][CH:7]=2)[CH2:3]C1.Br[CH2:14][C:15]([C:17]1[CH:22]=[CH:21][C:20]([O:23][CH2:24][CH3:25])=[CH:19][CH:18]=1)=O.[C:26](=O)([O-])O.[Na+]. Product: [CH2:24]([O:23][C:20]1[CH:21]=[CH:22][C:17]([C:15]2[CH2:14][N:10]3[N:11]([CH3:26])[C:6]([O:5][CH2:4][CH2:1][CH3:3])=[CH:7][CH:8]=[C:9]3[N:12]=2)=[CH:18][CH:19]=1)[CH3:25]. The catalyst class is: 8. (3) Reactant: [CH:1]([O:4][C:5]1[CH:13]=[CH:12][C:11]([C:14]#[C:15][C:16]2[CH:21]=[CH:20][CH:19]=[CH:18][C:17]=2[O:22][CH3:23])=[CH:10][C:6]=1[C:7]([OH:9])=O)([CH3:3])[CH3:2].Cl.Cl.[NH2:26][CH:27]([CH2:30][C:31]1[C:39]2[C:34](=[CH:35][N:36]=[CH:37][CH:38]=2)[NH:33][CH:32]=1)[CH2:28][OH:29].C1C=CC2N(O)N=NC=2C=1.CCN=C=NCCCN(C)C. Product: [OH:29][CH2:28][CH:27]([NH:26][C:7](=[O:9])[C:6]1[CH:10]=[C:11]([C:14]#[C:15][C:16]2[CH:21]=[CH:20][CH:19]=[CH:18][C:17]=2[O:22][CH3:23])[CH:12]=[CH:13][C:5]=1[O:4][CH:1]([CH3:2])[CH3:3])[CH2:30][C:31]1[C:39]2[C:34](=[CH:35][N:36]=[CH:37][CH:38]=2)[NH:33][CH:32]=1. The catalyst class is: 851. (4) Reactant: [Cl:1][C:2]1[CH:7]=[CH:6][C:5]([N+:8]([O-])=O)=[C:4]([O:11][CH:12]([CH3:14])[CH3:13])[CH:3]=1.O. Product: [Cl:1][C:2]1[CH:7]=[CH:6][C:5]([NH2:8])=[C:4]([O:11][CH:12]([CH3:14])[CH3:13])[CH:3]=1. The catalyst class is: 180. (5) Reactant: [O-][CH2:2][CH2:3]CC.[Li+].C([O:14][C:15](=[O:31])[NH:16][C:17]1[CH:22]=[C:21]([F:23])[C:20]([N:24]2[CH2:29][CH:28]3[CH:26]([O:27]3)[CH2:25]2)=[C:19]([F:30])[CH:18]=1)C1C=CC=CC=1.C[OH:33].C([NH:37][CH2:38][C@H:39](OC(=O)C)[CH2:40]Cl)(=O)C. Product: [F:30][C:19]1[CH:18]=[C:17]([N:16]2[CH2:3][C@H:2]([CH2:40][CH2:39][C:38]([NH2:37])=[O:33])[O:14][C:15]2=[O:31])[CH:22]=[C:21]([F:23])[C:20]=1[N:24]1[CH2:25][CH:26]2[CH:28]([O:27]2)[CH2:29]1. The catalyst class is: 198.